From a dataset of Reaction yield outcomes from USPTO patents with 853,638 reactions. Predict the reaction yield, written as a fraction of the theoretical maximum amount of product (1.0 means a 100% yield; for example, 0.34 means a 34% yield). The reactants are [ClH:1].Cl.C(N(CC)[C:6]1[CH:11]=[CH:10][C:9](N)=[C:8]([CH2:13][CH3:14])[CH:7]=1)C.[S-2:17].[Na+].[Na+].[Cl-].[Na+]. The catalyst is O.[Fe](Cl)(Cl)Cl. The product is [Cl-:1].[CH2:13]([CH:8]([C:9]1[SH+:17][C:11]([CH2:10][CH3:9])=[CH:6][CH:7]=[CH:8][CH:6]=[CH:11][CH:10]=1)[CH3:7])[CH3:14]. The yield is 0.0300.